This data is from Forward reaction prediction with 1.9M reactions from USPTO patents (1976-2016). The task is: Predict the product of the given reaction. (1) Given the reactants [F:1][C:2]1[CH:7]=[CH:6][C:5]([N:8]2[C:12]([CH2:13][O:14][C:15]3[N:20]=[N:19][C:18]([C:21]([OH:23])=O)=[CH:17][CH:16]=3)=[C:11]([CH3:24])[N:10]=[N:9]2)=[CH:4][CH:3]=1.[CH3:25][C:26]1([NH2:30])[CH2:29][O:28][CH2:27]1, predict the reaction product. The product is: [CH3:25][C:26]1([NH:30][C:21]([C:18]2[N:19]=[N:20][C:15]([O:14][CH2:13][C:12]3[N:8]([C:5]4[CH:4]=[CH:3][C:2]([F:1])=[CH:7][CH:6]=4)[N:9]=[N:10][C:11]=3[CH3:24])=[CH:16][CH:17]=2)=[O:23])[CH2:29][O:28][CH2:27]1. (2) Given the reactants [F:1][C:2]1[CH:7]=[CH:6][C:5](I)=[CH:4][C:3]=1[C@:9]1([CH3:20])[CH2:14][C@@H:13]([C:15]([F:18])([F:17])[F:16])[O:12][C:11]([NH2:19])=[N:10]1.[C:21]([C:23]1[CH:30]=[CH:29][C:26]([C:27]#[N:28])=[CH:25][CH:24]=1)#[CH:22], predict the reaction product. The product is: [NH2:19][C:11]1[O:12][C@H:13]([C:15]([F:18])([F:17])[F:16])[CH2:14][C@:9]([C:3]2[CH:4]=[C:5]([C:22]#[C:21][C:23]3[CH:30]=[CH:29][C:26]([C:27]#[N:28])=[CH:25][CH:24]=3)[CH:6]=[CH:7][C:2]=2[F:1])([CH3:20])[N:10]=1. (3) The product is: [CH:20]1([NH:23][C:15](=[O:16])[C:14]2[CH:18]=[CH:19][C:11]([N:7]3[C:8]4[C:4](=[CH:3][C:2]([NH:1][C:35](=[O:36])[C:34]5[CH:33]=[CH:32][C:31]([N:28]6[CH2:27][CH2:26][N:25]([CH3:24])[CH2:30][CH2:29]6)=[CH:39][CH:38]=5)=[CH:10][CH:9]=4)[CH:5]=[CH:6]3)=[CH:12][CH:13]=2)[CH2:22][CH2:21]1. Given the reactants [NH2:1][C:2]1[CH:3]=[C:4]2[C:8](=[CH:9][CH:10]=1)[N:7]([C:11]1[CH:19]=[CH:18][C:14]([C:15](O)=[O:16])=[CH:13][CH:12]=1)[CH:6]=[CH:5]2.[CH:20]1([NH2:23])[CH2:22][CH2:21]1.[CH3:24][N:25]1[CH2:30][CH2:29][N:28]([C:31]2[CH:39]=[CH:38][C:34]([C:35](O)=[O:36])=[CH:33][CH:32]=2)[CH2:27][CH2:26]1, predict the reaction product. (4) Given the reactants CO[C:3]([C:5]1[C:6](=[O:38])[C:7]2[CH:12]=[N:11][C:10]([NH:13][C:14]3[CH:19]=[CH:18][C:17]([CH2:20][CH2:21][N:22]4[CH2:26][CH2:25][CH2:24][CH2:23]4)=[CH:16][CH:15]=3)=[N:9][C:8]=2[N:27]([C:29]2[CH:30]=[C:31]3[C:35](=[CH:36][CH:37]=2)[CH2:34][CH2:33][CH2:32]3)[CH:28]=1)=[O:4].Cl.[S:40]1[CH:44]=[CH:43][N:42]=[C:41]1[NH2:45].CO, predict the reaction product. The product is: [S:40]1[CH:44]=[CH:43][N:42]=[C:41]1[NH:45][C:3]([C:5]1[C:6](=[O:38])[C:7]2[CH:12]=[N:11][C:10]([NH:13][C:14]3[CH:15]=[CH:16][C:17]([CH2:20][CH2:21][N:22]4[CH2:23][CH2:24][CH2:25][CH2:26]4)=[CH:18][CH:19]=3)=[N:9][C:8]=2[N:27]([C:29]2[CH:30]=[C:31]3[C:35](=[CH:36][CH:37]=2)[CH2:34][CH2:33][CH2:32]3)[CH:28]=1)=[O:4].